Dataset: Reaction yield outcomes from USPTO patents with 853,638 reactions. Task: Predict the reaction yield, written as a fraction of the theoretical maximum amount of product (1.0 means a 100% yield; for example, 0.34 means a 34% yield). The reactants are [N+:1]([C:4]1[CH:19]=[CH:18][C:7]2[NH:8][C:9]([C:11]3[CH:16]=[CH:15][CH:14]=[CH:13][C:12]=3[OH:17])=[N:10][C:6]=2[CH:5]=1)([O-])=O. The catalyst is C(OCC)(=O)C.O.C(O)(=O)C.[Pd]. The product is [NH2:1][C:4]1[CH:19]=[CH:18][C:7]2[NH:8][C:9]([C:11]3[CH:16]=[CH:15][CH:14]=[CH:13][C:12]=3[OH:17])=[N:10][C:6]=2[CH:5]=1. The yield is 0.760.